From a dataset of Reaction yield outcomes from USPTO patents with 853,638 reactions. Predict the reaction yield, written as a fraction of the theoretical maximum amount of product (1.0 means a 100% yield; for example, 0.34 means a 34% yield). (1) The reactants are [C:1]([C:5]1[CH:10]=[CH:9][CH:8]=[CH:7][C:6]=1[N:11]1[CH2:16][CH2:15][N:14]([C:17](=[O:23])[CH2:18][CH2:19][C:20]([OH:22])=O)[CH2:13][CH2:12]1)([CH3:4])([CH3:3])[CH3:2].[CH:24]1([CH2:27][NH:28][S:29]([NH2:32])(=[O:31])=[O:30])[CH2:26][CH2:25]1.CC1C=CC=C([N+]([O-])=O)C=1C(OC(=O)C1C([N+]([O-])=O)=CC=CC=1C)=O.C(N(CC)CC)C. The catalyst is O.C(#N)C. The product is [C:1]([C:5]1[CH:10]=[CH:9][CH:8]=[CH:7][C:6]=1[N:11]1[CH2:16][CH2:15][N:14]([C:17](=[O:23])[CH2:18][CH2:19][C:20]([NH:32][S:29](=[O:31])(=[O:30])[NH:28][CH2:27][CH:24]2[CH2:26][CH2:25]2)=[O:22])[CH2:13][CH2:12]1)([CH3:3])([CH3:4])[CH3:2]. The yield is 0.210. (2) The yield is 0.180. The catalyst is [Cl-].[NH4+]. The reactants are [Cl:1][C:2]1[CH:30]=[C:29]([CH:31]2[CH2:33][CH2:32]2)[CH:28]=[CH:27][C:3]=1[CH2:4][N:5]1[CH2:10][CH2:9][CH:8]([CH2:11][O:12][C:13]2[C:22]([CH:23]3[CH2:25][CH2:24]3)=[CH:21][C:16]([C:17]([O:19]C)=[O:18])=[C:15]([F:26])[CH:14]=2)[CH2:7][CH2:6]1.O.[OH-].[Li+].Cl. The product is [Cl:1][C:2]1[CH:30]=[C:29]([CH:31]2[CH2:32][CH2:33]2)[CH:28]=[CH:27][C:3]=1[CH2:4][N:5]1[CH2:6][CH2:7][CH:8]([CH2:11][O:12][C:13]2[C:22]([CH:23]3[CH2:24][CH2:25]3)=[CH:21][C:16]([C:17]([OH:19])=[O:18])=[C:15]([F:26])[CH:14]=2)[CH2:9][CH2:10]1. (3) The reactants are [CH3:1][C@H:2]1[C:10]2[C:9](O)=[N:8][CH:7]=[N:6][C:5]=2[CH2:4][CH2:3]1.O=P(Cl)(Cl)[Cl:14]. No catalyst specified. The product is [Cl:14][C:9]1[C:10]2[C@H:2]([CH3:1])[CH2:3][CH2:4][C:5]=2[N:6]=[CH:7][N:8]=1. The yield is 0.490.